From a dataset of Forward reaction prediction with 1.9M reactions from USPTO patents (1976-2016). Predict the product of the given reaction. (1) The product is: [F:1][C:2]1[CH:7]=[CH:6][C:5](/[CH:8]=[CH:9]/[C:16]2[CH:17]=[C:18]([C:20]3[NH:24][C:23]([N:25]4[CH2:26][CH2:27][O:28][CH2:29][CH2:30]4)=[C:22]([C:31]#[N:32])[CH:21]=3)[CH:19]=[CH:14][N:15]=2)=[CH:4][CH:3]=1. Given the reactants [F:1][C:2]1[CH:7]=[CH:6][C:5](/[CH:8]=[CH:9]/B(O)O)=[CH:4][CH:3]=1.Cl[C:14]1[CH:19]=[C:18]([C:20]2[NH:24][C:23]([N:25]3[CH2:30][CH2:29][O:28][CH2:27][CH2:26]3)=[C:22]([C:31]#[N:32])[CH:21]=2)[CH:17]=[CH:16][N:15]=1, predict the reaction product. (2) The product is: [CH2:8]([S:7][CH2:6][C:2]([CH3:15])([NH:1][C:17]([NH2:18])=[O:16])[C:3]([OH:5])=[O:4])[C:9]1[CH:14]=[CH:13][CH:12]=[CH:11][CH:10]=1. Given the reactants [NH2:1][C:2]([CH3:15])([CH2:6][S:7][CH2:8][C:9]1[CH:14]=[CH:13][CH:12]=[CH:11][CH:10]=1)[C:3]([OH:5])=[O:4].[O-:16][C:17]#[N:18].[K+], predict the reaction product. (3) Given the reactants [F:1][CH:2]([F:22])[C:3]1[NH:7][C:6]2[C:8]([C:18]([O:20][CH3:21])=[O:19])=[CH:9][C:10]([N:12]3[CH2:17][CH2:16][O:15][CH2:14][CH2:13]3)=[CH:11][C:5]=2[N:4]=1.C([O-])([O-])=O.[K+].[K+].Br[CH2:30][C:31]1[CH:36]=[CH:35][CH:34]=[C:33]([C:37]([F:40])([F:39])[F:38])[C:32]=1[CH3:41], predict the reaction product. The product is: [F:22][CH:2]([F:1])[C:3]1[N:4]([CH2:30][C:31]2[CH:36]=[CH:35][CH:34]=[C:33]([C:37]([F:38])([F:39])[F:40])[C:32]=2[CH3:41])[C:5]2[CH:11]=[C:10]([N:12]3[CH2:17][CH2:16][O:15][CH2:14][CH2:13]3)[CH:9]=[C:8]([C:18]([O:20][CH3:21])=[O:19])[C:6]=2[N:7]=1. (4) The product is: [CH3:13][O:12][C:9]1[CH:10]=[C:11]2[C:6]([C:5]([C:14]3[CH:19]=[CH:18][C:17]([CH3:20])=[CH:16][CH:15]=3)=[N:4][N:3]=[C:2]2[NH:21][CH:22]2[CH2:23][CH2:24][N:25]([CH2:28][C:29]3[CH:38]=[CH:37][C:36]4[C:31](=[CH:32][CH:33]=[CH:34][CH:35]=4)[CH:30]=3)[CH2:26][CH2:27]2)=[CH:7][CH:8]=1. Given the reactants Cl[C:2]1[C:11]2[C:6](=[CH:7][CH:8]=[C:9]([O:12][CH3:13])[CH:10]=2)[C:5]([C:14]2[CH:19]=[CH:18][C:17]([CH3:20])=[CH:16][CH:15]=2)=[N:4][N:3]=1.[NH2:21][CH:22]1[CH2:27][CH2:26][N:25]([CH2:28][C:29]2[CH:38]=[CH:37][C:36]3[C:31](=[CH:32][CH:33]=[CH:34][CH:35]=3)[CH:30]=2)[CH2:24][CH2:23]1, predict the reaction product. (5) Given the reactants [C:1]1([CH:7]2[CH2:11][CH2:10][NH:9][CH2:8]2)[CH:6]=[CH:5][CH:4]=[CH:3][CH:2]=1.Cl[C:13]1[N:18]([CH3:19])[C:17](=[O:20])[CH:16]=[C:15]([C:21]2[CH:26]=[CH:25][N:24]=[CH:23][CH:22]=2)[N:14]=1.C(N(CC)CC)C, predict the reaction product. The product is: [CH3:19][N:18]1[C:17](=[O:20])[CH:16]=[C:15]([C:21]2[CH:26]=[CH:25][N:24]=[CH:23][CH:22]=2)[N:14]=[C:13]1[N:9]1[CH2:10][CH2:11][CH:7]([C:1]2[CH:6]=[CH:5][CH:4]=[CH:3][CH:2]=2)[CH2:8]1. (6) Given the reactants [C:1](Cl)(Cl)=[S:2].[NH2:5][CH2:6][C:7]1[C:15]2[C:10](=C[CH:12]=[CH:13][CH:14]=2)[NH:9]N=1.[NH2:16][C:17]1[CH:24]=[CH:23][CH:22]=[CH:21][C:18]=1[CH2:19][NH2:20].C(Cl)(Cl)=S.[NH:29]1[C:37]2C(=CC=CC=2)C=N1.C(N)C1C=CC=CC=1, predict the reaction product. The product is: [NH:29]1[C:37]2=[N:5][CH:6]=[CH:7][C:15]([CH2:10][NH:9][C:1]([NH:20][CH2:19][C:18]3[CH:21]=[CH:22][CH:23]=[CH:24][C:17]=3[NH2:16])=[S:2])=[C:14]2[CH:13]=[CH:12]1. (7) Given the reactants [C:1]([C:9]([O-:11])=[O:10])(=[O:8])[C:2]1C=C[CH:5]=[CH:4][CH:3]=1.OC1C(C)=[N:15]C=C(C([O-])=O)C=1C([O-])=O.C([O-])(=O)C1C=C(O)C(O)=C(O)C=1.O=C([C@H](CC1C=C(O)C(O)=CC=1)N)O.C1(CC(=O)C([O-])=O)C=CC=CC=1.OC1C=C(C([O-])=O)C(=CC=1O)C([O-])=O.N1C=C(C([O-])=O)C(=O)NC1=O.C1C=C[C@](O)(C(O)=O)[C@@H](O)C=1, predict the reaction product. The product is: [NH2:15][CH2:5][CH2:4]/[CH:3]=[CH:2]/[C:1](=[O:8])[C:9]([OH:11])=[O:10]. (8) Given the reactants Br[C:2]1[CH:3]=[C:4]([C:14]([NH:16][CH2:17][C:18]2[C:19](=[O:26])[NH:20][C:21]([CH3:25])=[CH:22][C:23]=2[CH3:24])=[O:15])[C:5]2[CH:10]=[N:9][N:8]([CH:11]([CH3:13])[CH3:12])[C:6]=2[N:7]=1.[CH3:27][N:28]1[CH2:33][CH2:32][N:31]([C:34]([C:36]2[CH:41]=[CH:40][C:39](B3OC(C)(C)C(C)(C)O3)=[CH:38][CH:37]=2)=[O:35])[CH2:30][CH2:29]1.C([O-])([O-])=O.[Na+].[Na+].CCOC(C)=O, predict the reaction product. The product is: [CH3:24][C:23]1[CH:22]=[C:21]([CH3:25])[NH:20][C:19](=[O:26])[C:18]=1[CH2:17][NH:16][C:14]([C:4]1[C:5]2[CH:10]=[N:9][N:8]([CH:11]([CH3:13])[CH3:12])[C:6]=2[N:7]=[C:2]([C:39]2[CH:38]=[CH:37][C:36]([C:34]([N:31]3[CH2:32][CH2:33][N:28]([CH3:27])[CH2:29][CH2:30]3)=[O:35])=[CH:41][CH:40]=2)[CH:3]=1)=[O:15]. (9) Given the reactants [C:1]([O:5][C:6]([C:8]1[S:9][C:10]([CH2:13][NH:14][CH2:15][CH:16]([CH3:18])[CH3:17])=[CH:11][CH:12]=1)=[O:7])([CH3:4])([CH3:3])[CH3:2].[CH3:19][O:20][C:21](=[O:38])[C@H:22]([CH2:33][C:34]([O:36][CH3:37])=[O:35])[NH:23][C:24](OC1C=CC=CC=1)=[O:25].C(N(CC)C(C)C)(C)C, predict the reaction product. The product is: [CH3:19][O:20][C:21](=[O:38])[C@H:22]([CH2:33][C:34]([O:36][CH3:37])=[O:35])[NH:23][C:24]([N:14]([CH2:13][C:10]1[S:9][C:8]([C:6]([O:5][C:1]([CH3:4])([CH3:3])[CH3:2])=[O:7])=[CH:12][CH:11]=1)[CH2:15][CH:16]([CH3:18])[CH3:17])=[O:25]. (10) Given the reactants [CH2:1]([C:3]1[N:12]([C:13]2[CH:18]=[CH:17][C:16]([F:19])=[CH:15][CH:14]=2)[C:11](=[O:20])[C:10]2[C:5](=[CH:6][CH:7]=[CH:8][CH:9]=2)[N:4]=1)[CH3:2].C([O-])(=O)C.[Na+].[Br:26]Br.C(OCC)(=O)C, predict the reaction product. The product is: [Br:26][CH:1]([C:3]1[N:12]([C:13]2[CH:18]=[CH:17][C:16]([F:19])=[CH:15][CH:14]=2)[C:11](=[O:20])[C:10]2[C:5](=[CH:6][CH:7]=[CH:8][CH:9]=2)[N:4]=1)[CH3:2].